Dataset: Catalyst prediction with 721,799 reactions and 888 catalyst types from USPTO. Task: Predict which catalyst facilitates the given reaction. (1) Reactant: [C:1]([C:4]1[CH:5]=[CH:6][C:7]([C:22]2[CH:27]=[CH:26][CH:25]=[CH:24][C:23]=2[F:28])=[C:8]2[C:16]=1[NH:15][C:14]1[CH:13]=[C:12]([C:17](OCC)=[O:18])[CH:11]=[CH:10][C:9]2=1)(=[O:3])[NH2:2].[H-].[Al+3].[Li+].[H-].[H-].[H-].CO.C(O)(C(F)(F)F)=O. Product: [F:28][C:23]1[CH:24]=[CH:25][CH:26]=[CH:27][C:22]=1[C:7]1[C:8]2[C:9]3[C:14](=[CH:13][C:12]([CH2:17][OH:18])=[CH:11][CH:10]=3)[NH:15][C:16]=2[C:4]([C:1]([NH2:2])=[O:3])=[CH:5][CH:6]=1. The catalyst class is: 49. (2) Reactant: CC([O-])(C)C.[K+].Cl.[NH2:8][OH:9].[CH2:10]([C:12]1[CH:13]=[C:14]([CH:17]=[C:18]([CH3:20])[N:19]=1)[C:15]#[N:16])[CH3:11]. Product: [CH2:10]([C:12]1[CH:13]=[C:14]([CH:17]=[C:18]([CH3:20])[N:19]=1)[C:15]([NH:8][OH:9])=[NH:16])[CH3:11]. The catalyst class is: 5.